This data is from Forward reaction prediction with 1.9M reactions from USPTO patents (1976-2016). The task is: Predict the product of the given reaction. (1) Given the reactants [C:1]([C:3]1[CH:8]=[CH:7][CH:6]=[C:5]([C:9]#[N:10])[C:4]=1B(O)O)#[N:2].C([O-])([O-])=O.[K+].[K+].[CH3:20][O:21][C:22](=[O:50])[C@H:23]([CH2:35][C:36]1[CH:41]=[CH:40][C:39](OS(C(F)(F)F)(=O)=O)=[CH:38][CH:37]=1)[NH:24][C:25](=[O:34])[C:26]1[C:31]([Cl:32])=[CH:30][CH:29]=[CH:28][C:27]=1[Cl:33], predict the reaction product. The product is: [CH3:20][O:21][C:22](=[O:50])[C@H:23]([CH2:35][C:36]1[CH:37]=[CH:38][C:39]([C:4]2[C:3]([C:1]#[N:2])=[CH:8][CH:7]=[CH:6][C:5]=2[C:9]#[N:10])=[CH:40][CH:41]=1)[NH:24][C:25](=[O:34])[C:26]1[C:27]([Cl:33])=[CH:28][CH:29]=[CH:30][C:31]=1[Cl:32]. (2) Given the reactants [CH3:1][N:2]([CH3:7])[CH2:3][C:4]([OH:6])=[O:5].CN(C(ON1N=NC2C=CC=NC1=2)=[N+](C)C)C.F[P-](F)(F)(F)(F)F.[Cl:32][C:33]1[CH:59]=[CH:58][C:36]2[N:37]3[C:41]([CH2:42][NH:43][CH2:44][C:35]=2[CH:34]=1)=[N:40][N:39]=[C:38]3[C@H:45]1[CH2:50][CH2:49][C@H:48]([C:51]2[C:56]([F:57])=[CH:55][CH:54]=[CH:53][N:52]=2)[CH2:47][CH2:46]1.C(N(C(C)C)C(C)C)C, predict the reaction product. The product is: [CH:4]([OH:6])=[O:5].[Cl:32][C:33]1[CH:59]=[CH:58][C:36]2[N:37]3[C:41]([CH2:42][N:43]([C:4](=[O:5])[CH2:3][N:2]([CH3:7])[CH3:1])[CH2:44][C:35]=2[CH:34]=1)=[N:40][N:39]=[C:38]3[C@H:45]1[CH2:50][CH2:49][C@H:48]([C:51]2[C:56]([F:57])=[CH:55][CH:54]=[CH:53][N:52]=2)[CH2:47][CH2:46]1. (3) Given the reactants [Br:1][C:2]1[S:6][C:5]([C:7](OC)([O:9]C)[CH3:8])=[N:4][CH:3]=1.Cl, predict the reaction product. The product is: [Br:1][C:2]1[S:6][C:5]([C:7](=[O:9])[CH3:8])=[N:4][CH:3]=1. (4) Given the reactants [CH2:1]([N:3]1[C:12]2[C:7](=[CH:8][C:9]([O:16]C)=[C:10]([O:14]C)[C:11]=2[F:13])[C:6](=[O:18])[C:5]([C:19]([O:21]CC)=[O:20])=[CH:4]1)[CH3:2].B(Br)(Br)Br, predict the reaction product. The product is: [CH2:1]([N:3]1[C:12]2[C:7](=[CH:8][C:9]([OH:16])=[C:10]([OH:14])[C:11]=2[F:13])[C:6](=[O:18])[C:5]([C:19]([OH:21])=[O:20])=[CH:4]1)[CH3:2].